Dataset: Forward reaction prediction with 1.9M reactions from USPTO patents (1976-2016). Task: Predict the product of the given reaction. (1) Given the reactants [Cl:1][C:2]1[CH:7]=[CH:6][CH:5]=[C:4]([F:8])[C:3]=1[C:9]1[CH:10]=[C:11]2[C:15](=[CH:16][CH:17]=1)[NH:14][CH:13]=[C:12]2[C:18]1[N:23]=[C:22]([N:24]2[CH2:29][CH2:28][CH:27]([NH:30]C(=O)OC(C)(C)C)[CH2:26][CH2:25]2)[CH:21]=[N:20][CH:19]=1.[C:38]([OH:44])([C:40]([F:43])([F:42])[F:41])=[O:39], predict the reaction product. The product is: [F:41][C:40]([F:43])([F:42])[C:38]([OH:44])=[O:39].[F:41][C:40]([F:43])([F:42])[C:38]([OH:44])=[O:39].[Cl:1][C:2]1[CH:7]=[CH:6][CH:5]=[C:4]([F:8])[C:3]=1[C:9]1[CH:10]=[C:11]2[C:15](=[CH:16][CH:17]=1)[NH:14][CH:13]=[C:12]2[C:18]1[N:23]=[C:22]([N:24]2[CH2:29][CH2:28][CH:27]([NH2:30])[CH2:26][CH2:25]2)[CH:21]=[N:20][CH:19]=1. (2) Given the reactants [H-].[Na+].C(OP([CH2:11][C:12]([O:14][C:15]([CH3:18])([CH3:17])[CH3:16])=[O:13])(OCC)=O)C.[F:19][C:20]1([F:27])[CH2:25][CH2:24][C:23](=O)[CH2:22][CH2:21]1, predict the reaction product. The product is: [F:19][C:20]1([F:27])[CH2:25][CH2:24][C:23](=[CH:11][C:12]([O:14][C:15]([CH3:16])([CH3:17])[CH3:18])=[O:13])[CH2:22][CH2:21]1. (3) Given the reactants Br[C:2]1[S:3][CH:4]=[C:5]([C:7]([NH:9][C@@H:10]([CH3:26])[CH2:11][N:12]2[CH:16]=[CH:15][C:14]([C:17]3[CH:22]=[CH:21][C:20]([C:23]#[N:24])=[C:19]([Cl:25])[CH:18]=3)=[N:13]2)=[O:8])[N:6]=1.[O:27]1[CH2:32][CH2:31][CH2:30][CH2:29][CH:28]1[N:33]1[C:37](B2OC(C)(C)C(C)(C)O2)=[CH:36][CH:35]=[N:34]1.C1COCC1.C([O-])([O-])=O.[Na+].[Na+], predict the reaction product. The product is: [Cl:25][C:19]1[CH:18]=[C:17]([C:14]2[CH:15]=[CH:16][N:12]([CH2:11][C@@H:10]([NH:9][C:7]([C:5]3[N:6]=[C:2]([C:37]4[N:33]([CH:28]5[CH2:29][CH2:30][CH2:31][CH2:32][O:27]5)[N:34]=[CH:35][CH:36]=4)[S:3][CH:4]=3)=[O:8])[CH3:26])[N:13]=2)[CH:22]=[CH:21][C:20]=1[C:23]#[N:24]. (4) Given the reactants NC(=O)C([C:5]1[C:9]2[C:10]([O:14][CH2:15]C(O)=O)=[N:11][CH:12]=[CH:13][C:8]=2[N:7]([CH2:19][C:20]2[CH:25]=[CH:24][CH:23]=[CH:22][CH:21]=2)[C:6]=1[CH3:26])=O.C(OC(=O)[C@H](CC(OCC1C=CC=CC=1)=O)N)C1C=CC=CC=1.ON1C2C=CC=CC=2N=N1.Cl.CN(C)CCCN=C=NCC, predict the reaction product. The product is: [CH2:19]([N:7]1[C:8]2[CH:13]=[CH:12][N:11]=[C:10]([O:14][CH3:15])[C:9]=2[CH:5]=[C:6]1[CH3:26])[C:20]1[CH:21]=[CH:22][CH:23]=[CH:24][CH:25]=1. (5) Given the reactants [CH2:1]([O:4][C:5]1[CH:22]=[CH:21][CH:20]=[CH:19][C:6]=1[CH2:7][N:8]1[CH:12]=[C:11]([C:13]2[CH:17]=[C:16]([NH2:18])[NH:15][N:14]=2)[CH:10]=[N:9]1)[CH:2]=[CH2:3].[C:23]([CH:26]([CH2:31][C:32]([O:34][CH3:35])=[O:33])[C:27](OC)=[O:28])(=O)[CH3:24], predict the reaction product. The product is: [CH2:1]([O:4][C:5]1[CH:22]=[CH:21][CH:20]=[CH:19][C:6]=1[CH2:7][N:8]1[CH:12]=[C:11]([C:13]2[CH:17]=[C:16]3[N:18]=[C:23]([CH3:24])[C:26]([CH2:31][C:32]([O:34][CH3:35])=[O:33])=[C:27]([OH:28])[N:15]3[N:14]=2)[CH:10]=[N:9]1)[CH:2]=[CH2:3]. (6) The product is: [S:28](=[O:30])(=[O:29])([O:19][CH:17]([CH2:16][CH2:15][C:12]1[CH:13]=[CH:14][N:10]([S:7]([C:1]2[CH:6]=[CH:5][CH:4]=[CH:3][CH:2]=2)(=[O:8])=[O:9])[CH:11]=1)[CH3:18])[NH2:31]. Given the reactants [C:1]1([S:7]([N:10]2[CH:14]=[CH:13][C:12]([CH2:15][CH2:16][CH:17]([OH:19])[CH3:18])=[CH:11]2)(=[O:9])=[O:8])[CH:6]=[CH:5][CH:4]=[CH:3][CH:2]=1.CCN(CC)CC.Cl[S:28]([N:31]=C=O)(=[O:30])=[O:29].C(O)=O, predict the reaction product. (7) Given the reactants [CH2:1]([C:3]1([CH2:12][CH3:13])[O:7][C@@H:6]2[CH:8]=[CH:9][C@H:10]([OH:11])[C@@H:5]2[O:4]1)[CH3:2].[C:14]1([CH3:24])[CH:19]=[CH:18][C:17]([S:20](Cl)(=[O:22])=[O:21])=[CH:16][CH:15]=1.CCN(CC)CC, predict the reaction product. The product is: [CH3:24][C:14]1[CH:19]=[CH:18][C:17]([S:20]([O:11][C@@H:10]2[C@H:5]3[C@H:6]([O:7][C:3]([CH2:1][CH3:2])([CH2:12][CH3:13])[O:4]3)[CH:8]=[CH:9]2)(=[O:22])=[O:21])=[CH:16][CH:15]=1.